From a dataset of Full USPTO retrosynthesis dataset with 1.9M reactions from patents (1976-2016). Predict the reactants needed to synthesize the given product. (1) Given the product [F:17][C:18]1[CH:19]=[CH:20][C:21]([O:28][CH2:10][O:11][CH3:12])=[C:22]([CH:27]=1)[C:23]([O:25][CH3:26])=[O:24], predict the reactants needed to synthesize it. The reactants are: C(N(CC)C(C)C)(C)C.[CH3:10][O:11][CH2:12]Cl.ClCCl.[F:17][C:18]1[CH:19]=[CH:20][C:21]([OH:28])=[C:22]([CH:27]=1)[C:23]([O:25][CH3:26])=[O:24]. (2) Given the product [Cl:11][C:12]1[CH:17]=[CH:16][C:15]([C:18]([C:20]2[CH:29]=[CH:28][CH:27]=[CH:26][C:21]=2[C:22]([O:24][CH3:25])=[O:23])=[CH2:1])=[CH:14][C:13]=1[N+:30]([O-:32])=[O:31], predict the reactants needed to synthesize it. The reactants are: [CH3:1][Si](C)(C)[N-][Si](C)(C)C.[Na+].[Cl:11][C:12]1[CH:17]=[CH:16][C:15]([C:18]([C:20]2[CH:29]=[CH:28][CH:27]=[CH:26][C:21]=2[C:22]([O:24][CH3:25])=[O:23])=O)=[CH:14][C:13]=1[N+:30]([O-:32])=[O:31]. (3) Given the product [OH:8][C:9]1[CH:10]=[C:11]2[C:15](=[CH:16][C:17]=1[O:18][CH3:19])[N:14]([CH3:20])[CH:13]=[C:12]2[C:21]1[N:29]([S:30]([C:33]2[CH:34]=[CH:35][C:36]([CH3:39])=[CH:37][CH:38]=2)(=[O:32])=[O:31])[C:24]2=[N:25][CH:26]=[CH:27][CH:28]=[C:23]2[CH:22]=1, predict the reactants needed to synthesize it. The reactants are: C([O:8][C:9]1[CH:10]=[C:11]2[C:15](=[CH:16][C:17]=1[O:18][CH3:19])[N:14]([CH3:20])[CH:13]=[C:12]2[C:21]1[N:29]([S:30]([C:33]2[CH:38]=[CH:37][C:36]([CH3:39])=[CH:35][CH:34]=2)(=[O:32])=[O:31])[C:24]2=[N:25][CH:26]=[CH:27][CH:28]=[C:23]2[CH:22]=1)C1C=CC=CC=1.[I-].[Na+].C[Si](Cl)(C)C. (4) Given the product [CH3:27][C:24]1([CH3:28])[O:23][C@@H:22]([CH2:21][O:20][C:14]2[CH:15]=[C:16]3[C:11](=[CH:12][CH:13]=2)[C:10](=[O:29])[C:9]2[C:5]4[CH:4]=[CH:3][C:2]([I:32])=[CH:30][C:6]=4[O:7][C:8]=2[C:17]3([CH3:18])[CH3:19])[CH2:26][O:25]1, predict the reactants needed to synthesize it. The reactants are: Br[C:2]1[CH:3]=[CH:4][C:5]2[C:9]3[C:10](=[O:29])[C:11]4[C:16]([C:17]([CH3:19])([CH3:18])[C:8]=3[O:7][C:6]=2[CH:30]=1)=[CH:15][C:14]([O:20][CH2:21][C@H:22]1[CH2:26][O:25][C:24]([CH3:28])([CH3:27])[O:23]1)=[CH:13][CH:12]=4.[Na+].[I-:32].CN[C@@H]1CCCC[C@H]1NC.